Task: Predict the reactants needed to synthesize the given product.. Dataset: Full USPTO retrosynthesis dataset with 1.9M reactions from patents (1976-2016) (1) Given the product [CH2:20]([N:19]([CH2:22][CH3:23])[C:16]1[CH:17]=[CH:18][C:13]([CH:29]=[O:30])=[CH:14][C:15]=1[CH:24]([CH3:26])[CH3:25])[CH3:21], predict the reactants needed to synthesize it. The reactants are: C([Li])CCC.CCCCCC.Br[C:13]1[CH:18]=[CH:17][C:16]([N:19]([CH2:22][CH3:23])[CH2:20][CH3:21])=[C:15]([CH:24]([CH3:26])[CH3:25])[CH:14]=1.CN(C)[CH:29]=[O:30]. (2) Given the product [NH2:23][C:21](=[O:22])[CH2:20][C:19]([NH:18][C:10]([C:7]1[CH:6]=[C:5]([O:13][CH2:14][CH:15]([F:17])[F:16])[C:4]([CH:1]2[CH2:2][CH2:3]2)=[CH:9][N:8]=1)=[O:12])([CH:25]1[CH2:27][CH2:26]1)[CH3:24], predict the reactants needed to synthesize it. The reactants are: [CH:1]1([C:4]2[C:5]([O:13][CH2:14][CH:15]([F:17])[F:16])=[CH:6][C:7]([C:10]([OH:12])=O)=[N:8][CH:9]=2)[CH2:3][CH2:2]1.[NH2:18][C:19]([CH:25]1[CH2:27][CH2:26]1)([CH3:24])[CH2:20][C:21]([NH2:23])=[O:22]. (3) Given the product [C:1]([O:5][C:6]([N:8]1[CH2:14][CH2:13][CH2:12][CH:11]([N:15]([C:31](=[O:33])[CH3:32])[CH2:16][C:17]2[CH:22]=[C:21]([C:23]([F:26])([F:25])[F:24])[CH:20]=[C:19]([C:27]([F:30])([F:29])[F:28])[CH:18]=2)[C:10]2[CH:34]=[CH:35][C:36]([CH3:39])=[CH:37][C:9]1=2)=[O:7])([CH3:4])([CH3:3])[CH3:2], predict the reactants needed to synthesize it. The reactants are: [C:1]([O:5][C:6]([N:8]1[CH2:14][CH2:13][CH2:12][CH:11]([N:15]([C:31](=[O:33])[CH3:32])[CH2:16][C:17]2[CH:22]=[C:21]([C:23]([F:26])([F:25])[F:24])[CH:20]=[C:19]([C:27]([F:30])([F:29])[F:28])[CH:18]=2)[C:10]2[CH:34]=[CH:35][C:36](Br)=[CH:37][C:9]1=2)=[O:7])([CH3:4])([CH3:3])[CH3:2].[CH3:39]B(O)O.[F-].[Cs+]. (4) The reactants are: [H-].[Na+].[F:3][C:4]1[CH:9]=[CH:8][C:7]([OH:10])=[CH:6][CH:5]=1.Cl[C:12]1[CH:17]=[CH:16][C:15]([C:18]2[O:19][C:20]3[N:21]=[CH:22][N:23]=[CH:24][C:25]=3[N:26]=2)=[CH:14][C:13]=1[C:27]#[N:28].O. Given the product [C:27]([C:13]1[CH:14]=[C:15]([C:18]2[O:19][C:20]3[N:21]=[CH:22][N:23]=[CH:24][C:25]=3[N:26]=2)[CH:16]=[CH:17][C:12]=1[O:10][C:7]1[CH:8]=[CH:9][C:4]([F:3])=[CH:5][CH:6]=1)#[N:28], predict the reactants needed to synthesize it. (5) Given the product [ClH:37].[NH2:9][C:8]([NH:17][CH2:18][C:19]1[CH:24]=[CH:23][C:22]([CH2:25][CH2:26][C:27]2[N:28]=[C:29]([NH:32][C:33](=[O:35])[CH3:34])[S:30][CH:31]=2)=[CH:21][CH:20]=1)=[NH:7], predict the reactants needed to synthesize it. The reactants are: C(OC(=O)[NH:7][CH:8]([NH:17][CH2:18][C:19]1[CH:24]=[CH:23][C:22]([CH2:25][CH2:26][C:27]2[N:28]=[C:29]([NH:32][C:33](=[O:35])[CH3:34])[S:30][CH:31]=2)=[CH:21][CH:20]=1)[NH:9]C(=O)OC(C)(C)C)(C)(C)C.[ClH:37]. (6) Given the product [CH3:1][O:2][C:3]1[CH:4]=[C:5]2[C:10](=[CH:11][CH:12]=1)[CH:9]=[C:8]([C:13]1[CH2:14][C:15](=[O:17])[NH:21][N:22]=1)[CH:7]=[CH:6]2, predict the reactants needed to synthesize it. The reactants are: [CH3:1][O:2][C:3]1[CH:4]=[C:5]2[C:10](=[CH:11][CH:12]=1)[CH:9]=[C:8]([C:13](=O)[CH2:14][C:15]([O:17]CC)=O)[CH:7]=[CH:6]2.[NH2:21][NH2:22]. (7) Given the product [F:15][C:12]1[CH:13]=[CH:14][C:9]([NH:8][CH2:18][C@H:19]2[CH2:23][O:22][C:21]([NH2:24])=[N:20]2)=[CH:10][C:11]=1[O:16][CH3:17], predict the reactants needed to synthesize it. The reactants are: C([N:8]([CH2:18][C@H:19]1[CH2:23][O:22][C:21]([NH2:24])=[N:20]1)[C:9]1[CH:14]=[CH:13][C:12]([F:15])=[C:11]([O:16][CH3:17])[CH:10]=1)C1C=CC=CC=1.C([O-])=O.[NH4+]. (8) Given the product [CH3:9][C:10]1[CH:17]=[CH:16][C:13]([CH2:14][NH:15][CH:5]2[CH2:6][CH2:7][N:2]([CH3:1])[CH2:3][CH2:4]2)=[CH:12][CH:11]=1, predict the reactants needed to synthesize it. The reactants are: [CH3:1][N:2]1[CH2:7][CH2:6][C:5](=O)[CH2:4][CH2:3]1.[CH3:9][C:10]1[CH:17]=[CH:16][C:13]([CH2:14][NH2:15])=[CH:12][CH:11]=1.C(O)(=O)C.[BH3-]C#N.[Na+].